Dataset: Reaction yield outcomes from USPTO patents with 853,638 reactions. Task: Predict the reaction yield, written as a fraction of the theoretical maximum amount of product (1.0 means a 100% yield; for example, 0.34 means a 34% yield). (1) The reactants are [CH3:1][N:2]([C:25]([NH:27][CH:28]([CH3:30])[CH3:29])=[O:26])[C:3]1[CH:4]=[CH:5][C:6]([N+:22]([O-])=O)=[C:7]([NH:9][C:10](=[O:21])[CH2:11][C:12]2[CH:17]=[CH:16][C:15]([O:18][CH2:19][CH3:20])=[CH:14][CH:13]=2)[CH:8]=1. The catalyst is CCOC(C)=O.[Pd]. The product is [NH2:22][C:6]1[CH:5]=[CH:4][C:3]([N:2]([CH3:1])[C:25]([NH:27][CH:28]([CH3:29])[CH3:30])=[O:26])=[CH:8][C:7]=1[NH:9][C:10](=[O:21])[CH2:11][C:12]1[CH:13]=[CH:14][C:15]([O:18][CH2:19][CH3:20])=[CH:16][CH:17]=1. The yield is 0.990. (2) The reactants are [Cl:1][C:2]1[CH:35]=[CH:34][C:33]([C:36]#[CH:37])=[CH:32][C:3]=1[C:4]([NH:6][C:7](=[O:31])[NH:8][C:9]1[S:10][C:11]2[CH:17]=[C:16]([S:18]([CH2:21][CH2:22][CH2:23][N:24]3[CH2:29][CH2:28][N:27]([CH3:30])[CH2:26][CH2:25]3)(=[O:20])=[O:19])[CH:15]=[CH:14][C:12]=2[N:13]=1)=[O:5]. The catalyst is CO.C1COCC1.[Pt]. The product is [Cl:1][C:2]1[CH:35]=[CH:34][C:33]([CH2:36][CH3:37])=[CH:32][C:3]=1[C:4]([NH:6][C:7](=[O:31])[NH:8][C:9]1[S:10][C:11]2[CH:17]=[C:16]([S:18]([CH2:21][CH2:22][CH2:23][N:24]3[CH2:29][CH2:28][N:27]([CH3:30])[CH2:26][CH2:25]3)(=[O:19])=[O:20])[CH:15]=[CH:14][C:12]=2[N:13]=1)=[O:5]. The yield is 0.640.